From a dataset of Full USPTO retrosynthesis dataset with 1.9M reactions from patents (1976-2016). Predict the reactants needed to synthesize the given product. (1) Given the product [Br:1][C:2]1[CH:7]=[C:6]([N:16]([CH3:17])[CH3:15])[CH:5]=[N:4][CH:3]=1, predict the reactants needed to synthesize it. The reactants are: [Br:1][C:2]1[CH:3]=[N:4][CH:5]=[C:6](Br)[CH:7]=1.C([O-])([O-])=O.[K+].[K+].[CH3:15][N:16](Cl)[CH3:17]. (2) Given the product [OH:4][CH2:3][CH2:2][N:1]([CH2:13][C:12]1[CH:15]=[CH:16][CH:17]=[C:10]([O:9][CH3:8])[CH:11]=1)[CH2:5][CH2:6][OH:7], predict the reactants needed to synthesize it. The reactants are: [NH:1]([CH2:5][CH2:6][OH:7])[CH2:2][CH2:3][OH:4].[CH3:8][O:9][C:10]1[CH:11]=[C:12]([CH:15]=[CH:16][CH:17]=1)[CH2:13]Cl.